From a dataset of Catalyst prediction with 721,799 reactions and 888 catalyst types from USPTO. Predict which catalyst facilitates the given reaction. (1) Reactant: [ClH:1].O1CCO[CH2:4][CH2:3]1.Cl.[C:9]1([C@H:19]([NH:21][CH2:22][C@@H:23]2[C@@H:27]([C:28]3[CH:33]=[CH:32][CH:31]=[CH:30][CH:29]=3)[CH2:26][N:25]([C:34](=[O:42])[CH2:35][CH2:36][CH2:37][CH2:38][C:39]([OH:41])=[O:40])[CH2:24]2)[CH3:20])[C:18]2[C:13](=[CH:14][CH:15]=[CH:16][CH:17]=2)[CH:12]=[CH:11][CH:10]=1. Product: [ClH:1].[C:9]1([C@H:19]([NH:21][CH2:22][C@@H:23]2[C@@H:27]([C:28]3[CH:33]=[CH:32][CH:31]=[CH:30][CH:29]=3)[CH2:26][N:25]([C:34](=[O:42])[CH2:35][CH2:36][CH2:37][CH2:38][C:39]([O:41][CH2:3][CH3:4])=[O:40])[CH2:24]2)[CH3:20])[C:18]2[C:13](=[CH:14][CH:15]=[CH:16][CH:17]=2)[CH:12]=[CH:11][CH:10]=1. The catalyst class is: 8. (2) Reactant: [O:1]1[CH2:6][CH:5]=[C:4]([CH:7]([C:13]2[CH:18]=[CH:17][C:16]([CH3:19])=[CH:15][CH:14]=2)[C:8]([O:10][CH2:11][CH3:12])=[O:9])[CH2:3][CH2:2]1. Product: [CH3:19][C:16]1[CH:15]=[CH:14][C:13]([CH:7]([CH:4]2[CH2:3][CH2:2][O:1][CH2:6][CH2:5]2)[C:8]([O:10][CH2:11][CH3:12])=[O:9])=[CH:18][CH:17]=1. The catalyst class is: 29.